From a dataset of Full USPTO retrosynthesis dataset with 1.9M reactions from patents (1976-2016). Predict the reactants needed to synthesize the given product. (1) Given the product [Cl:1][C:2]1[CH:3]=[CH:4][C:5]([C:8]2[N:13]=[C:12]([NH:14][C:21](=[O:28])[C:22]3[CH:27]=[CH:26][CH:25]=[N:24][CH:23]=3)[CH:11]=[N:10][C:9]=2[O:15][CH:16]2[CH2:19][CH2:18][CH2:17]2)=[CH:6][CH:7]=1, predict the reactants needed to synthesize it. The reactants are: [Cl:1][C:2]1[CH:7]=[CH:6][C:5]([C:8]2[N:13]=[C:12]([NH2:14])[CH:11]=[N:10][C:9]=2[O:15][CH:16]2[CH2:19][CH2:18][CH2:17]2)=[CH:4][CH:3]=1.Cl.[C:21](Cl)(=[O:28])[C:22]1[CH:27]=[CH:26][CH:25]=[N:24][CH:23]=1. (2) The reactants are: [H-].[Al+3].[Li+].[H-].[H-].[H-].[CH3:7][CH:8]([CH3:25])[CH2:9][CH2:10][NH:11][C:12]1[S:13][CH:14]=[C:15]([C:17]2[CH:24]=[CH:23][C:20]([C:21]#[N:22])=[CH:19][CH:18]=2)[N:16]=1. Given the product [CH3:7][CH:8]([CH3:25])[CH2:9][CH2:10][NH:11][C:12]1[S:13][CH:14]=[C:15]([C:17]2[CH:18]=[CH:19][C:20]([CH2:21][NH2:22])=[CH:23][CH:24]=2)[N:16]=1, predict the reactants needed to synthesize it. (3) Given the product [ClH:15].[C:1]1([C:7]2[CH:11]=[C:10]([C:12]([O:14][CH3:16])=[O:13])[NH:9][N:8]=2)[CH:2]=[CH:3][CH:4]=[CH:5][CH:6]=1, predict the reactants needed to synthesize it. The reactants are: [C:1]1([C:7]2[CH:11]=[C:10]([C:12]([OH:14])=[O:13])[NH:9][N:8]=2)[CH:6]=[CH:5][CH:4]=[CH:3][CH:2]=1.[ClH:15].[CH3:16]O. (4) Given the product [F:1][C:2]1[CH:7]=[CH:6][CH:5]=[C:4]([C:8]2[CH:9]=[CH:10][N:11]=[CH:12][CH:13]=2)[C:3]=1[OH:14], predict the reactants needed to synthesize it. The reactants are: [F:1][C:2]1[C:3]([O:14]C2CCCCO2)=[C:4]([C:8]2[CH:13]=[CH:12][N:11]=[CH:10][CH:9]=2)[CH:5]=[CH:6][CH:7]=1.FC(F)(F)C(O)=O. (5) Given the product [CH2:11]([N:8]1[C:7]([CH2:13][OH:14])=[N:6][C:5]2[C:9]1=[N:10][C:2]([N:23]1[C:24]3[CH:30]=[CH:29][CH:28]=[CH:27][C:25]=3[N:26]=[C:22]1[CH3:21])=[N:3][C:4]=2[N:15]1[CH2:20][CH2:19][O:18][CH2:17][CH2:16]1)[CH3:12], predict the reactants needed to synthesize it. The reactants are: Cl[C:2]1[N:10]=[C:9]2[C:5]([N:6]=[C:7]([CH2:13][OH:14])[N:8]2[CH2:11][CH3:12])=[C:4]([N:15]2[CH2:20][CH2:19][O:18][CH2:17][CH2:16]2)[N:3]=1.[CH3:21][C:22]1[NH:23][C:24]2[CH:30]=[CH:29][CH:28]=[CH:27][C:25]=2[N:26]=1. (6) Given the product [CH3:1][S:2][C:3](=[NH:25])[C:4](=[N:16][C:17]1[CH:18]=[CH:19][C:20]([C:23]#[N:24])=[CH:21][CH:22]=1)[C:5]1[CH:10]=[C:9]([O:11][CH3:12])[CH:8]=[C:7]([O:13][CH3:14])[C:6]=1[F:15], predict the reactants needed to synthesize it. The reactants are: [CH3:1][S:2][C:3](=[NH:25])[CH:4]([NH:16][C:17]1[CH:22]=[CH:21][C:20]([C:23]#[N:24])=[CH:19][CH:18]=1)[C:5]1[CH:10]=[C:9]([O:11][CH3:12])[CH:8]=[C:7]([O:13][CH3:14])[C:6]=1[F:15]. (7) Given the product [CH3:1][C:2]1[CH:7]=[CH:6][C:5]([NH:8][C:13]([CH2:12][C:11]([CH3:10])=[O:15])=[O:14])=[C:4]([CH3:9])[CH:3]=1, predict the reactants needed to synthesize it. The reactants are: [CH3:1][C:2]1[CH:7]=[CH:6][C:5]([NH2:8])=[C:4]([CH3:9])[CH:3]=1.[CH2:10]=[C:11]1[O:15][C:13](=[O:14])[CH2:12]1.NC1C=CC=C(C)C=1C.